From a dataset of NCI-60 drug combinations with 297,098 pairs across 59 cell lines. Regression. Given two drug SMILES strings and cell line genomic features, predict the synergy score measuring deviation from expected non-interaction effect. (1) Drug 1: CCCCC(=O)OCC(=O)C1(CC(C2=C(C1)C(=C3C(=C2O)C(=O)C4=C(C3=O)C=CC=C4OC)O)OC5CC(C(C(O5)C)O)NC(=O)C(F)(F)F)O. Drug 2: CC=C1C(=O)NC(C(=O)OC2CC(=O)NC(C(=O)NC(CSSCCC=C2)C(=O)N1)C(C)C)C(C)C. Cell line: SF-539. Synergy scores: CSS=49.3, Synergy_ZIP=6.85, Synergy_Bliss=8.44, Synergy_Loewe=-10.0, Synergy_HSA=8.70. (2) Drug 1: CC1=C(C=C(C=C1)NC2=NC=CC(=N2)N(C)C3=CC4=NN(C(=C4C=C3)C)C)S(=O)(=O)N.Cl. Drug 2: CC12CCC3C(C1CCC2OP(=O)(O)O)CCC4=C3C=CC(=C4)OC(=O)N(CCCl)CCCl.[Na+]. Cell line: EKVX. Synergy scores: CSS=-1.02, Synergy_ZIP=0.640, Synergy_Bliss=0.703, Synergy_Loewe=-0.0131, Synergy_HSA=-0.490. (3) Drug 1: C1=CC(=CC=C1CCC2=CNC3=C2C(=O)NC(=N3)N)C(=O)NC(CCC(=O)O)C(=O)O. Drug 2: CC1=C2C(C(=O)C3(C(CC4C(C3C(C(C2(C)C)(CC1OC(=O)C(C(C5=CC=CC=C5)NC(=O)C6=CC=CC=C6)O)O)OC(=O)C7=CC=CC=C7)(CO4)OC(=O)C)O)C)OC(=O)C. Cell line: SR. Synergy scores: CSS=54.6, Synergy_ZIP=-1.84, Synergy_Bliss=-6.35, Synergy_Loewe=-4.69, Synergy_HSA=-0.477. (4) Drug 1: C1=NC(=NC(=O)N1C2C(C(C(O2)CO)O)O)N. Drug 2: C1=CC=C(C(=C1)C(C2=CC=C(C=C2)Cl)C(Cl)Cl)Cl. Cell line: MDA-MB-231. Synergy scores: CSS=10.5, Synergy_ZIP=-5.16, Synergy_Bliss=-4.49, Synergy_Loewe=-5.09, Synergy_HSA=-3.03.